The task is: Predict the reactants needed to synthesize the given product.. This data is from Full USPTO retrosynthesis dataset with 1.9M reactions from patents (1976-2016). (1) Given the product [Cl:1][C:2]1[CH:3]=[C:4]2[C:5](=[CH:7][C:8]=1[Cl:9])[NH:6][C:14]([Si:13]([CH2:19][CH3:20])([CH2:21][CH3:22])[CH2:11][CH3:12])=[C:15]2[CH2:16][CH2:17][OH:18], predict the reactants needed to synthesize it. The reactants are: [Cl:1][C:2]1[C:8]([Cl:9])=[CH:7][C:5]([NH2:6])=[C:4](I)[CH:3]=1.[CH2:11]([Si:13]([CH2:21][CH3:22])([CH2:19][CH3:20])[C:14]#[C:15][CH2:16][CH2:17][OH:18])[CH3:12].[Cl-].[Li+].C(=O)([O-])[O-].[Na+].[Na+]. (2) Given the product [I:1][C:2]1[C:10]2[C:5](=[N:6][CH:7]=[C:8]([NH:11][CH:12]([CH3:14])[CH3:13])[CH:9]=2)[N:4]([S:17]([C:20]2[CH:26]=[CH:25][C:23]([CH3:24])=[CH:22][CH:21]=2)(=[O:19])=[O:18])[CH:3]=1, predict the reactants needed to synthesize it. The reactants are: [I:1][C:2]1[C:10]2[C:5](=[N:6][CH:7]=[C:8]([NH:11][CH:12]([CH3:14])[CH3:13])[CH:9]=2)[NH:4][CH:3]=1.[H-].[Na+].[S:17](Cl)([C:20]1[CH:26]=[CH:25][C:23]([CH3:24])=[CH:22][CH:21]=1)(=[O:19])=[O:18]. (3) Given the product [CH2:29]([N:28]1[C:27](=[O:36])[C:26]2[C:21](=[CH:22][C:23]([Cl:37])=[CH:24][CH:25]=2)[N:20]=[C:19]1[CH:16]([N:13]1[CH2:14][CH2:15][NH:10][CH2:11][CH:12]1[C:38]1[CH:43]=[CH:42][C:41]([CH3:44])=[CH:40][CH:39]=1)[CH2:17][CH3:18])[C:30]1[CH:31]=[CH:32][CH:33]=[CH:34][CH:35]=1, predict the reactants needed to synthesize it. The reactants are: [H][H].C(OC([N:10]1[CH2:15][CH2:14][N:13]([CH:16]([C:19]2[N:28]([CH2:29][C:30]3[CH:35]=[CH:34][CH:33]=[CH:32][CH:31]=3)[C:27](=[O:36])[C:26]3[C:21](=[CH:22][C:23]([Cl:37])=[CH:24][CH:25]=3)[N:20]=2)[CH2:17][CH3:18])[CH:12]([C:38]2[CH:43]=[CH:42][C:41]([CH3:44])=[CH:40][CH:39]=2)[CH2:11]1)=O)(C)(C)C.C1(C)C=CC=CC=1. (4) Given the product [CH2:19]([N:26]1[CH2:31][CH2:30][CH:29](/[CH:32]=[C:8]2/[C:9](=[O:12])[C:10]3[C:6]([CH2:7]/2)=[CH:5][C:4]([N:13]2[CH2:14][CH2:15][O:16][CH2:17][CH2:18]2)=[C:3]([O:2][CH3:1])[CH:11]=3)[CH2:28][CH2:27]1)[C:20]1[CH:25]=[CH:24][CH:23]=[CH:22][CH:21]=1, predict the reactants needed to synthesize it. The reactants are: [CH3:1][O:2][C:3]1[CH:11]=[C:10]2[C:6]([CH2:7][CH2:8][C:9]2=[O:12])=[CH:5][C:4]=1[N:13]1[CH2:18][CH2:17][O:16][CH2:15][CH2:14]1.[CH2:19]([N:26]1[CH2:31][CH2:30][CH:29]([CH:32]=O)[CH2:28][CH2:27]1)[C:20]1[CH:25]=[CH:24][CH:23]=[CH:22][CH:21]=1.C1(C)C=CC(S(O)(=O)=O)=CC=1.